Dataset: Reaction yield outcomes from USPTO patents with 853,638 reactions. Task: Predict the reaction yield, written as a fraction of the theoretical maximum amount of product (1.0 means a 100% yield; for example, 0.34 means a 34% yield). (1) The reactants are [Cl:1][C:2]1[CH:7]=[CH:6][C:5]([N:8]([C@H:12]2[C:21]3[C:16](=[CH:17][CH:18]=[CH:19][CH:20]=3)[N:15]([C:22](=[O:33])[C:23]3[CH:28]=[C:27]([F:29])[C:26]([O:30]C)=[C:25]([F:32])[CH:24]=3)[C@@H:14]([CH3:34])[CH2:13]2)[C:9](=[O:11])[CH3:10])=[CH:4][CH:3]=1.B(Br)(Br)Br. The catalyst is ClCCl. The product is [Cl:1][C:2]1[CH:7]=[CH:6][C:5]([N:8]([C@H:12]2[C:21]3[C:16](=[CH:17][CH:18]=[CH:19][CH:20]=3)[N:15]([C:22](=[O:33])[C:23]3[CH:28]=[C:27]([F:29])[C:26]([OH:30])=[C:25]([F:32])[CH:24]=3)[C@@H:14]([CH3:34])[CH2:13]2)[C:9](=[O:11])[CH3:10])=[CH:4][CH:3]=1. The yield is 0.780. (2) The yield is 0.880. The reactants are [Cl:1][C:2]1[CH:7]=[CH:6][C:5]([CH2:8][CH2:9][C:10]([OH:12])=O)=[CH:4][CH:3]=1.S(Cl)([Cl:15])=O. The product is [Cl:1][C:2]1[CH:7]=[CH:6][C:5]([CH2:8][CH2:9][C:10]([Cl:15])=[O:12])=[CH:4][CH:3]=1. The catalyst is C1C=CC=CC=1. (3) The reactants are [Cl:1][C:2]1[CH:3]=[C:4]2[C:9](=[CH:10][C:11]=1[O:12][CH3:13])[N:8]=[C:7]([O:14][CH3:15])[C:6]([CH:16]=[O:17])=[CH:5]2.[CH3:18][Mg]Cl. The catalyst is C1COCC1. The product is [Cl:1][C:2]1[CH:3]=[C:4]2[C:9](=[CH:10][C:11]=1[O:12][CH3:13])[N:8]=[C:7]([O:14][CH3:15])[C:6]([CH:16]([OH:17])[CH3:18])=[CH:5]2. The yield is 0.910.